From a dataset of Full USPTO retrosynthesis dataset with 1.9M reactions from patents (1976-2016). Predict the reactants needed to synthesize the given product. Given the product [CH2:1]([O:8][C@@H:9]([C@@H:42]([OH:44])[CH3:43])[C@@H:10]([CH2:33][C:34]1[CH:39]=[CH:38][C:37]([F:40])=[CH:36][C:35]=1[F:41])[CH2:11][CH2:12][CH2:13][C@H:14]([NH:25][C:26]([O:28][C:29]([CH3:31])([CH3:32])[CH3:30])=[O:27])[C:15]([OH:17])=[O:16])[C:2]1[CH:3]=[CH:4][CH:5]=[CH:6][CH:7]=1, predict the reactants needed to synthesize it. The reactants are: [CH2:1]([O:8][C@@H:9]([C@@H:42]([OH:44])[CH3:43])[C@@H:10]([CH2:33][C:34]1[CH:39]=[CH:38][C:37]([F:40])=[CH:36][C:35]=1[F:41])[CH2:11][CH2:12][CH2:13][C@H:14]([NH:25][C:26]([O:28][C:29]([CH3:32])([CH3:31])[CH3:30])=[O:27])[C:15]([O:17]CC1C=CC=CC=1)=[O:16])[C:2]1[CH:7]=[CH:6][CH:5]=[CH:4][CH:3]=1.C1COCC1.O.